This data is from Peptide-MHC class I binding affinity with 185,985 pairs from IEDB/IMGT. The task is: Regression. Given a peptide amino acid sequence and an MHC pseudo amino acid sequence, predict their binding affinity value. This is MHC class I binding data. (1) The peptide sequence is RKVCYNAVL. The MHC is HLA-B27:05 with pseudo-sequence HLA-B27:05. The binding affinity (normalized) is 0.417. (2) The peptide sequence is FPVKPQVPL. The MHC is HLA-A26:01 with pseudo-sequence HLA-A26:01. The binding affinity (normalized) is 0. (3) The peptide sequence is KTVLPVTIMS. The MHC is Mamu-A01 with pseudo-sequence Mamu-A01. The binding affinity (normalized) is 0.456. (4) The peptide sequence is ATSTGNYNY. The MHC is HLA-A29:02 with pseudo-sequence HLA-A29:02. The binding affinity (normalized) is 0.696. (5) The peptide sequence is IPKRNRSIL. The MHC is HLA-B40:01 with pseudo-sequence HLA-B40:01. The binding affinity (normalized) is 0.0847.